From a dataset of Forward reaction prediction with 1.9M reactions from USPTO patents (1976-2016). Predict the product of the given reaction. (1) Given the reactants [NH2:1][CH2:2][CH:3]1[CH:9]([C:10]2[CH:15]=[CH:14][C:13]([Cl:16])=[C:12]([Cl:17])[CH:11]=2)[O:8][CH2:7][CH2:6][N:5]([C:18]([O:20][C:21]([CH3:24])([CH3:23])[CH3:22])=[O:19])[CH2:4]1.C(N(CC)CC)C.[CH3:32][S:33](Cl)(=[O:35])=[O:34], predict the reaction product. The product is: [Cl:17][C:12]1[CH:11]=[C:10]([CH:9]2[O:8][CH2:7][CH2:6][N:5]([C:18]([O:20][C:21]([CH3:24])([CH3:23])[CH3:22])=[O:19])[CH2:4][CH:3]2[CH2:2][NH:1][S:33]([CH3:32])(=[O:35])=[O:34])[CH:15]=[CH:14][C:13]=1[Cl:16]. (2) Given the reactants [C:1]([O:5][C:6]([NH:8][C@@H:9]([C:18]([OH:20])=O)[CH2:10][C:11]1[CH:16]=[CH:15][CH:14]=[CH:13][C:12]=1[Cl:17])=[O:7])([CH3:4])([CH3:3])[CH3:2].CCN(C(C)C)C(C)C.Cl.[CH3:31][O:32][C:33]1[CH:34]=[C:35]([C:41]2[C@@H:50]3[C@@H:45]([CH2:46][CH2:47][CH2:48][CH2:49]3)[C:44](=[O:51])[N:43]([CH:52]3[CH2:57][CH2:56][NH:55][CH2:54][CH2:53]3)[N:42]=2)[CH:36]=[CH:37][C:38]=1[O:39][CH3:40].CN(C(ON1N=NC2C=CC=CC1=2)=[N+](C)C)C.F[P-](F)(F)(F)(F)F.C(=O)(O)[O-].[Na+], predict the reaction product. The product is: [Cl:17][C:12]1[CH:13]=[CH:14][CH:15]=[CH:16][C:11]=1[CH2:10][C@@H:9]([NH:8][C:6](=[O:7])[O:5][C:1]([CH3:2])([CH3:3])[CH3:4])[C:18]([N:55]1[CH2:56][CH2:57][CH:52]([N:43]2[N:42]=[C:41]([C:35]3[CH:36]=[CH:37][C:38]([O:39][CH3:40])=[C:33]([O:32][CH3:31])[CH:34]=3)[C@@H:50]3[C@@H:45]([CH2:46][CH2:47][CH2:48][CH2:49]3)[C:44]2=[O:51])[CH2:53][CH2:54]1)=[O:20]. (3) Given the reactants [Li+].[CH3:2]CC[CH2-].[Cl:6][C:7]1[CH:15]=[C:14]([CH:16]([O:19][CH2:20][C:21]2([C:34]3[CH:39]=[CH:38][C:37]([F:40])=[CH:36][CH:35]=3)[CH2:26][CH2:25][N:24]([C:27]([O:29][C:30]([CH3:33])([CH3:32])[CH3:31])=[O:28])[CH2:23][CH2:22]2)[CH:17]=O)[C:13]2[C:9](=[CH:10][N:11]([CH2:41][O:42][CH2:43][CH2:44][Si:45]([CH3:48])([CH3:47])[CH3:46])[N:12]=2)[CH:8]=1, predict the reaction product. The product is: [Cl:6][C:7]1[CH:15]=[C:14]([CH:16]([O:19][CH2:20][C:21]2([C:34]3[CH:39]=[CH:38][C:37]([F:40])=[CH:36][CH:35]=3)[CH2:26][CH2:25][N:24]([C:27]([O:29][C:30]([CH3:31])([CH3:33])[CH3:32])=[O:28])[CH2:23][CH2:22]2)[CH:17]=[CH2:2])[C:13]2[C:9](=[CH:10][N:11]([CH2:41][O:42][CH2:43][CH2:44][Si:45]([CH3:48])([CH3:47])[CH3:46])[N:12]=2)[CH:8]=1. (4) Given the reactants [Cl:1][C:2]1[CH:7]=[CH:6][C:5]([C:8](=O)[CH2:9][C:10](=O)[CH:11]([F:13])[F:12])=[CH:4][C:3]=1[CH3:16].[NH2:17][C:18]1[CH:22]=[CH:21][NH:20][N:19]=1, predict the reaction product. The product is: [Cl:1][C:2]1[CH:7]=[CH:6][C:5]([C:8]2[CH:9]=[C:10]([CH:11]([F:13])[F:12])[N:19]3[N:20]=[CH:21][CH:22]=[C:18]3[N:17]=2)=[CH:4][C:3]=1[CH3:16]. (5) Given the reactants [CH3:1][O:2][C:3]1[CH:8]=[CH:7][C:6]([Mg]Br)=[CH:5][CH:4]=1.[F:11][C:12]1[C:23]([C:24]([F:27])([F:26])[F:25])=[CH:22][CH:21]=[CH:20][C:13]=1[C:14](N(OC)C)=[O:15], predict the reaction product. The product is: [F:11][C:12]1[C:23]([C:24]([F:26])([F:27])[F:25])=[CH:22][CH:21]=[CH:20][C:13]=1[C:14]([C:6]1[CH:7]=[CH:8][C:3]([O:2][CH3:1])=[CH:4][CH:5]=1)=[O:15]. (6) Given the reactants [F:1][C:2]1[C:7]([O:8][CH3:9])=[CH:6][CH:5]=[CH:4][C:3]=1[C:10]1[C:15]([C:16]#[N:17])=[C:14](O)[N:13]=[C:12]([S:19][CH3:20])[N:11]=1.CN(C=O)C.O=P(Cl)(Cl)[Cl:28], predict the reaction product. The product is: [Cl:28][C:14]1[C:15]([C:16]#[N:17])=[C:10]([C:3]2[CH:4]=[CH:5][CH:6]=[C:7]([O:8][CH3:9])[C:2]=2[F:1])[N:11]=[C:12]([S:19][CH3:20])[N:13]=1. (7) Given the reactants Cl[CH2:2][CH:3]1[O:7][N:6]=[C:5]([CH2:8][OH:9])[CH2:4]1.[H-].[Na+].[CH3:12]I, predict the reaction product. The product is: [CH3:12][O:9][CH2:8][C:5]1[CH:4]2[CH:3]([CH2:2]2)[O:7][N:6]=1. (8) Given the reactants Br[C:2]1[CH:16]=[CH:15][C:5]([CH2:6][N:7]2[CH2:10][CH:9]([C:11]([O:13][CH3:14])=[O:12])[CH2:8]2)=[CH:4][C:3]=1[F:17].[CH3:18][Si:19]([C:22]#[CH:23])([CH3:21])[CH3:20].CCN(C(C)C)C(C)C, predict the reaction product. The product is: [F:17][C:3]1[CH:4]=[C:5]([CH:15]=[CH:16][C:2]=1[C:23]#[C:22][Si:19]([CH3:21])([CH3:20])[CH3:18])[CH2:6][N:7]1[CH2:10][CH:9]([C:11]([O:13][CH3:14])=[O:12])[CH2:8]1. (9) Given the reactants [C:1]12[C:12]([O:13][CH:14]3[CH2:19][CH2:18][CH:17]([NH2:20])[CH2:16][CH2:15]3)=[N:11][CH:10]=[N:9][C:8]=1[S:7][C:6]1[CH2:5][CH2:4][CH2:3][C:2]2=1.Cl[CH2:22][C:23]([N:25]1[CH2:29][CH2:28][CH2:27][CH2:26]1)=[O:24], predict the reaction product. The product is: [N:25]1([C:23](=[O:24])[CH2:22][NH:20][C@H:17]2[CH2:18][CH2:19][C@H:14]([O:13][C:12]3[C:1]4[C:2]5[CH2:3][CH2:4][CH2:5][C:6]=5[S:7][C:8]=4[N:9]=[CH:10][N:11]=3)[CH2:15][CH2:16]2)[CH2:29][CH2:28][CH2:27][CH2:26]1.[O:24]=[C:23]([N:25]1[CH2:29][CH2:28][CH2:27][CH2:26]1)[CH2:22][N:20]([C@H:17]1[CH2:18][CH2:19][C@H:14]([O:13][C:12]2[C:1]3[C:2]4[CH2:3][CH2:4][CH2:5][C:6]=4[S:7][C:8]=3[N:9]=[CH:10][N:11]=2)[CH2:15][CH2:16]1)[CH2:22][C:23]([N:25]1[CH2:29][CH2:28][CH2:27][CH2:26]1)=[O:24].